From a dataset of Reaction yield outcomes from USPTO patents with 853,638 reactions. Predict the reaction yield, written as a fraction of the theoretical maximum amount of product (1.0 means a 100% yield; for example, 0.34 means a 34% yield). The reactants are Br[C:2]1[C:3]([NH:9][CH2:10][C:11]([O:13][CH2:14][CH3:15])=[O:12])=[N:4][CH:5]=[C:6]([Br:8])[N:7]=1.[CH3:16][O:17][C@H:18]1[CH2:23][CH2:22][C@H:21]([NH2:24])[CH2:20][CH2:19]1.C(N(CC)C(C)C)(C)C.CS(C)=O. The catalyst is C(OCC)(=O)C. The product is [Br:8][C:6]1[N:7]=[C:2]([NH:24][C@H:21]2[CH2:22][CH2:23][C@H:18]([O:17][CH3:16])[CH2:19][CH2:20]2)[C:3]([NH:9][CH2:10][C:11]([O:13][CH2:14][CH3:15])=[O:12])=[N:4][CH:5]=1. The yield is 0.448.